Dataset: Reaction yield outcomes from USPTO patents with 853,638 reactions. Task: Predict the reaction yield, written as a fraction of the theoretical maximum amount of product (1.0 means a 100% yield; for example, 0.34 means a 34% yield). (1) The reactants are [C:1]([OH:4])(=[O:3])[CH3:2].[CH3:5][C:6]1[N:7]=[C:8]2[CH:16]=[CH:15][CH:14]=[CH:13][N:9]2[C:10](=[O:12])[CH:11]=1.[Br:17]Br. The catalyst is C(O)(=O)C. The product is [C:1]([OH:4])(=[O:3])[CH3:2].[Br:17][C:11]1[C:10](=[O:12])[N:9]2[CH:13]=[CH:14][CH:15]=[CH:16][C:8]2=[N:7][C:6]=1[CH3:5]. The yield is 1.00. (2) The reactants are [OH:1][CH:2]([CH:11]=[CH2:12])[CH2:3][C:4]([O:6][C:7]([CH3:10])([CH3:9])[CH3:8])=[O:5].C(C(C(C)C)=C[CH2:18][B:19]([O-])[O-:20])(C)C. The catalyst is C(Cl)Cl.Cl[Ru](=CC1C=CC=CC=1)([P](C1CCCCC1)(C1CCCCC1)C1CCCCC1)([P](C1CCCCC1)(C1CCCCC1)C1CCCCC1)Cl. The product is [OH:20][B:19]1[CH2:18][CH:12]=[CH:11][CH:2]([CH2:3][C:4]([O:6][C:7]([CH3:8])([CH3:10])[CH3:9])=[O:5])[O:1]1. The yield is 0.927. (3) The reactants are [CH3:1][N:2]1[CH2:6][CH2:5][CH2:4][C@H:3]1[C:7]1[CH:8]=[C:9]([O:13][CH2:14][CH2:15][NH:16]C(=O)OC(C)(C)C)[CH:10]=[N:11][CH:12]=1.C(Cl)Cl. The catalyst is FC(F)(F)C(O)=O. The product is [CH3:1][N:2]1[CH2:6][CH2:5][CH2:4][C@H:3]1[C:7]1[CH:8]=[C:9]([O:13][CH2:14][CH2:15][NH2:16])[CH:10]=[N:11][CH:12]=1. The yield is 0.850. (4) The product is [N+:1]([C:4]1[CH:9]=[CH:8][C:7]([S:10]([O:13][CH2:14][C:15]([C:17]2[O:21][N:20]=[C:19]([NH2:22])[CH:18]=2)([CH3:16])[CH3:32])(=[O:11])=[O:12])=[CH:6][CH:5]=1)([O-:3])=[O:2]. The reactants are [N+:1]([C:4]1[CH:9]=[CH:8][C:7]([S:10]([O:13][CH2:14][C:15]([CH3:32])([C:17]2[O:21][N:20]=[C:19]([NH:22]C(OC3C=CC=CC=3)=O)[CH:18]=2)[CH3:16])(=[O:12])=[O:11])=[CH:6][CH:5]=1)([O-:3])=[O:2].[O-2].[Mg+2].O1CCOCC1. The yield is 0.690. The catalyst is O. (5) The reactants are [CH2:1]([O:3][CH:4]([O:7][CH2:8][CH3:9])[C:5]#[N:6])[CH3:2].[NH4+]=[S:11]. The catalyst is CO. The product is [CH2:1]([O:3][CH:4]([O:7][CH2:8][CH3:9])[C:5](=[S:11])[NH2:6])[CH3:2]. The yield is 0.554. (6) The reactants are Cl[CH2:2][CH2:3][CH2:4][N:5]1[C:14]2[C:9](=[CH:10][C:11]([F:16])=[C:12]([F:15])[CH:13]=2)[CH2:8][CH2:7][C:6]1=[O:17].[CH:18]1([CH2:21][O:22][CH2:23][CH:24]=[C:25]2[CH2:31][CH:30]3[NH:32][CH:27]([CH2:28][CH2:29]3)[CH2:26]2)[CH2:20][CH2:19]1.[Na+].[I-].C([O-])([O-])=O.[K+].[K+]. The catalyst is CC#N.CN(C=O)C.O. The product is [CH:18]1([CH2:21][O:22][CH2:23][CH:24]=[C:25]2[CH2:26][CH:27]3[N:32]([CH2:2][CH2:3][CH2:4][N:5]4[C:14]5[C:9](=[CH:10][C:11]([F:16])=[C:12]([F:15])[CH:13]=5)[CH2:8][CH2:7][C:6]4=[O:17])[CH:30]([CH2:29][CH2:28]3)[CH2:31]2)[CH2:20][CH2:19]1. The yield is 0.530. (7) The reactants are Br[C:2]1[CH:11]=[C:10]2[C:5]([CH:6]=[C:7]([NH:12][C:13]([CH:15]3[CH2:17][CH2:16]3)=[O:14])[N:8]=[CH:9]2)=[CH:4][CH:3]=1.[CH3:18][CH:19]([SH:21])[CH3:20].CC(C)([O-])C.[Na+]. The catalyst is O1CCOCC1.C(OCC)(=O)C.C([O-])(=O)C.[Pd+2].C([O-])(=O)C.C1(P(C2C=CC=CC=2)[C-]2C=CC=C2)C=CC=CC=1.[C-]1(P(C2C=CC=CC=2)C2C=CC=CC=2)C=CC=C1.[Fe+2]. The product is [CH:19]([S:21][C:2]1[CH:11]=[C:10]2[C:5]([CH:6]=[C:7]([NH:12][C:13]([CH:15]3[CH2:17][CH2:16]3)=[O:14])[N:8]=[CH:9]2)=[CH:4][CH:3]=1)([CH3:20])[CH3:18]. The yield is 0.190.